Predict the reactants needed to synthesize the given product. From a dataset of Full USPTO retrosynthesis dataset with 1.9M reactions from patents (1976-2016). (1) Given the product [CH:1]([N:4]1[C:5](=[O:23])[C:6]2[C:11](=[CH:10][CH:9]=[C:8]([N:21]([CH3:22])[C:29](=[O:30])[CH2:28][O:27][CH3:26])[CH:7]=2)[C:12]([NH:14][C:15]2[CH:19]=[C:18]([CH3:20])[NH:17][N:16]=2)=[N:13]1)([CH3:3])[CH3:2], predict the reactants needed to synthesize it. The reactants are: [CH:1]([N:4]1[N:13]=[C:12]([NH:14][C:15]2[CH:19]=[C:18]([CH3:20])[NH:17][N:16]=2)[C:11]2[C:6](=[CH:7][C:8]([NH:21][CH3:22])=[CH:9][CH:10]=2)[C:5]1=[O:23])([CH3:3])[CH3:2].[H-].[Na+].[CH3:26][O:27][CH2:28][C:29](Cl)=[O:30].O. (2) Given the product [Cl:10][C:11]1[CH:12]=[C:13]2[NH:20][C:19]([S:3]([CH3:7])(=[O:5])=[O:2])=[N:18][C:14]2=[N:15][C:16]=1[I:17], predict the reactants needed to synthesize it. The reactants are: O[O:2][S:3]([O-:5])=O.[K+].[C:7](#N)C.[Cl:10][C:11]1[CH:12]=[C:13]2[NH:20][C:19](SC)=[N:18][C:14]2=[N:15][C:16]=1[I:17]. (3) Given the product [O:7]=[C:1]1[CH2:5][CH2:4][C:3]([NH:8][CH2:9][C:10]([O:12][C:13]([CH3:16])([CH3:15])[CH3:14])=[O:11])=[CH:2]1, predict the reactants needed to synthesize it. The reactants are: [C:1]1(=[O:7])[CH2:5][CH2:4][C:3](=O)[CH2:2]1.[NH2:8][CH2:9][C:10]([O:12][C:13]([CH3:16])([CH3:15])[CH3:14])=[O:11].O.C1(C)C=CC(S(O)(=O)=O)=CC=1.O.